Dataset: Full USPTO retrosynthesis dataset with 1.9M reactions from patents (1976-2016). Task: Predict the reactants needed to synthesize the given product. (1) Given the product [F:1][C:2]1[CH:3]=[C:4]([CH:8]2[CH2:10][CH:9]2[C:11]([OH:13])=[O:12])[CH:5]=[CH:6][CH:7]=1, predict the reactants needed to synthesize it. The reactants are: [F:1][C:2]1[CH:3]=[C:4]([CH:8]2[CH2:10][CH:9]2[C:11]([O:13]C)=[O:12])[CH:5]=[CH:6][CH:7]=1.[OH-].[Na+]. (2) The reactants are: Br[C:2]1[CH:3]=[C:4]([C@H:8]([NH:10][C:11](=[O:17])[O:12][C:13]([CH3:16])([CH3:15])[CH3:14])[CH3:9])[CH:5]=[CH:6][CH:7]=1.CC1(C)C2C(=C(P(C3C=CC=CC=3)C3C=CC=CC=3)C=CC=2)OC2C(P(C3C=CC=CC=3)C3C=CC=CC=3)=CC=CC1=2.[N:60]1([C:66]([O:68][CH2:69][C:70]2[CH:75]=[CH:74][CH:73]=[CH:72][CH:71]=2)=[O:67])[CH2:65][CH2:64][NH:63][CH2:62][CH2:61]1.CC(C)([O-])C.[Na+]. Given the product [C:13]([O:12][C:11]([NH:10][C@@H:8]([C:4]1[CH:3]=[C:2]([N:63]2[CH2:62][CH2:61][N:60]([C:66]([O:68][CH2:69][C:70]3[CH:75]=[CH:74][CH:73]=[CH:72][CH:71]=3)=[O:67])[CH2:65][CH2:64]2)[CH:7]=[CH:6][CH:5]=1)[CH3:9])=[O:17])([CH3:16])([CH3:15])[CH3:14], predict the reactants needed to synthesize it. (3) Given the product [CH3:1][N:2]1[CH2:18][CH2:17][C:5]2[N:6]([CH2:14][CH2:15][NH2:16])[C:7]3[CH:8]=[CH:9][C:10]([CH3:13])=[CH:11][C:12]=3[C:4]=2[CH2:3]1, predict the reactants needed to synthesize it. The reactants are: [CH3:1][N:2]1[CH2:18][CH2:17][C:5]2[N:6]([CH2:14][C:15]#[N:16])[C:7]3[CH:8]=[CH:9][C:10]([CH3:13])=[CH:11][C:12]=3[C:4]=2[CH2:3]1.[H-].C([Al+]CC(C)C)C(C)C. (4) Given the product [CH3:1][S:2][C:3]1[CH:8]=[CH:7][C:6]([C:9]2[CH2:14][CH2:13][CH:12]([N:16]3[CH2:19][CH:18]([NH:20][C:21]([CH2:23][NH:24][C:25](=[O:36])[C:26]4[CH:31]=[CH:30][CH:29]=[C:28]([C:32]([F:35])([F:33])[F:34])[CH:27]=4)=[O:22])[CH2:17]3)[CH2:11][CH:10]=2)=[CH:5][CH:4]=1, predict the reactants needed to synthesize it. The reactants are: [CH3:1][S:2][C:3]1[CH:8]=[CH:7][C:6]([C:9]2[CH2:14][CH2:13][C:12](=O)[CH2:11][CH:10]=2)=[CH:5][CH:4]=1.[NH:16]1[CH2:19][CH:18]([NH:20][C:21]([CH2:23][NH:24][C:25](=[O:36])[C:26]2[CH:31]=[CH:30][CH:29]=[C:28]([C:32]([F:35])([F:34])[F:33])[CH:27]=2)=[O:22])[CH2:17]1. (5) Given the product [CH3:7][O:6][C:4](=[O:5])[C:3]1[CH:8]=[CH:9][CH:10]=[C:11]([N+:12]([O-:14])=[O:13])[C:2]=1[CH2:1][Br:22], predict the reactants needed to synthesize it. The reactants are: [CH3:1][C:2]1[C:11]([N+:12]([O-:14])=[O:13])=[CH:10][CH:9]=[CH:8][C:3]=1[C:4]([O:6][CH3:7])=[O:5].C1C(=O)N([Br:22])C(=O)C1. (6) The reactants are: [CH3:1][O:2][C:3]1[N:4]=[C:5]2[C:10](=[C:11]([CH3:13])[CH:12]=1)[N:9]=[CH:8][C:7]([N+:14]([O-:16])=[O:15])=[C:6]2O.P(Br)(Br)[Br:19].O.C(=O)([O-])O.[Na+]. Given the product [Br:19][C:6]1[C:7]([N+:14]([O-:16])=[O:15])=[CH:8][N:9]=[C:10]2[C:5]=1[N:4]=[C:3]([O:2][CH3:1])[CH:12]=[C:11]2[CH3:13], predict the reactants needed to synthesize it. (7) Given the product [CH3:2][CH2:1][O:3][CH2:4][CH3:5].[CH3:28][CH2:27][CH2:26][CH:25]([CH3:30])[CH3:24].[F:32][C:26]1[C:27]([F:31])=[CH:28][CH:29]=[CH:30][C:25]=1[CH2:24][S:23][C:10]1[N:11]=[C:12]([NH:14][S:15]([N:18]2[CH2:22][CH2:21][CH2:20][CH2:19]2)(=[O:16])=[O:17])[CH:13]=[C:8]([O:7][C@H:5]([CH3:6])[CH2:4][OH:3])[N:9]=1, predict the reactants needed to synthesize it. The reactants are: [CH2:1]([O:3][C:4](=O)[C@H:5]([O:7][C:8]1[CH:13]=[C:12]([NH:14][S:15]([N:18]2[CH2:22][CH2:21][CH2:20][CH2:19]2)(=[O:17])=[O:16])[N:11]=[C:10]([S:23][CH2:24][C:25]2[CH:30]=[CH:29][CH:28]=[C:27]([F:31])[C:26]=2[F:32])[N:9]=1)[CH3:6])[CH3:2].[BH4-].[Li+]. (8) Given the product [CH:26]1([C:2]2[CH:3]=[C:4]3[C:9](=[CH:10][C:11]=2[O:12][CH3:13])[N:8]=[CH:7][C:6]([C:14]([NH2:16])=[O:15])=[C:5]3[NH:17][C:18]2[CH:23]=[CH:22][C:21]([Cl:24])=[C:20]([Cl:25])[CH:19]=2)[CH2:28][CH2:27]1, predict the reactants needed to synthesize it. The reactants are: Br[C:2]1[CH:3]=[C:4]2[C:9](=[CH:10][C:11]=1[O:12][CH3:13])[N:8]=[CH:7][C:6]([C:14]([NH2:16])=[O:15])=[C:5]2[NH:17][C:18]1[CH:23]=[CH:22][C:21]([Cl:24])=[C:20]([Cl:25])[CH:19]=1.[CH:26]1(B(O)O)[CH2:28][CH2:27]1.P([O-])([O-])([O-])=O.[K+].[K+].[K+]. (9) Given the product [O:1]1[C:5]([C:6]2[CH:15]=[CH:14][CH:13]=[CH:12][C:7]=2[C:8]([OH:10])=[O:9])=[CH:4][N:3]=[CH:2]1, predict the reactants needed to synthesize it. The reactants are: [O:1]1[C:5]([C:6]2[CH:15]=[CH:14][CH:13]=[CH:12][C:7]=2[C:8]([O:10]C)=[O:9])=[CH:4][N:3]=[CH:2]1.[OH-].[Na+].O.